Dataset: NCI-60 drug combinations with 297,098 pairs across 59 cell lines. Task: Regression. Given two drug SMILES strings and cell line genomic features, predict the synergy score measuring deviation from expected non-interaction effect. Drug 1: CN(C(=O)NC(C=O)C(C(C(CO)O)O)O)N=O. Drug 2: CC(C)NC(=O)C1=CC=C(C=C1)CNNC.Cl. Cell line: RXF 393. Synergy scores: CSS=-4.38, Synergy_ZIP=-0.887, Synergy_Bliss=-0.808, Synergy_Loewe=-7.43, Synergy_HSA=-4.99.